From a dataset of Reaction yield outcomes from USPTO patents with 853,638 reactions. Predict the reaction yield, written as a fraction of the theoretical maximum amount of product (1.0 means a 100% yield; for example, 0.34 means a 34% yield). (1) The reactants are [NH2:1][C:2]1[C:3]([CH3:13])=[C:4]([CH:9]=[C:10]([Br:12])[CH:11]=1)[C:5]([O:7][CH3:8])=[O:6].[O:14]1[CH2:19][CH2:18][C:17](=O)[CH2:16][CH2:15]1.C(O)(=O)C.C(O[BH-](OC(=O)C)OC(=O)C)(=O)C.[Na+].C([O-])(O)=O.[Na+]. The catalyst is ClCCCl.O. The product is [Br:12][C:10]1[CH:11]=[C:2]([NH:1][CH:17]2[CH2:18][CH2:19][O:14][CH2:15][CH2:16]2)[C:3]([CH3:13])=[C:4]([CH:9]=1)[C:5]([O:7][CH3:8])=[O:6]. The yield is 0.850. (2) The reactants are [CH:1]1[C:13]2[NH:12][C:11]3[C:6](=[CH:7][CH:8]=[CH:9][CH:10]=3)[C:5]=2[CH:4]=[CH:3][CH:2]=1.[H-].[Na+].Cl[C:17]([CH3:21])([CH3:20])[C:18]#[CH:19]. The catalyst is CN(C)C=O. The product is [CH3:20][C:17]([N:12]1[C:11]2[CH:10]=[CH:9][CH:8]=[CH:7][C:6]=2[C:5]2[C:13]1=[CH:1][CH:2]=[CH:3][CH:4]=2)([C:18]#[CH:19])[CH3:21]. The yield is 0.490. (3) The reactants are [CH3:1][Si:2]([CH3:40])([CH3:39])[CH2:3][CH2:4][O:5][CH2:6][N:7]([CH2:31][O:32][CH2:33][CH2:34][Si:35]([CH3:38])([CH3:37])[CH3:36])[C:8]1[N:13]2[N:14]=[CH:15][C:16]([C:17]3[CH:18]=[N:19][C:20]4[C:25]([CH:26]=3)=[CH:24][C:23]([F:27])=[CH:22][CH:21]=4)=[C:12]2[N:11]=[C:10]([CH:28]([OH:30])[CH3:29])[CH:9]=1.C(N(CC)CC)C.[CH3:48][S:49](Cl)(=[O:51])=[O:50]. The catalyst is C(Cl)Cl. The product is [CH3:48][S:49]([O:30][CH:28]([C:10]1[CH:9]=[C:8]([N:7]([CH2:31][O:32][CH2:33][CH2:34][Si:35]([CH3:38])([CH3:37])[CH3:36])[CH2:6][O:5][CH2:4][CH2:3][Si:2]([CH3:39])([CH3:1])[CH3:40])[N:13]2[N:14]=[CH:15][C:16]([C:17]3[CH:18]=[N:19][C:20]4[C:25]([CH:26]=3)=[CH:24][C:23]([F:27])=[CH:22][CH:21]=4)=[C:12]2[N:11]=1)[CH3:29])(=[O:51])=[O:50]. The yield is 0.980. (4) The reactants are [C:1]([C:5]1[CH:9]=[C:8]([C:10](OCC)=[O:11])[N:7]([CH2:15][C:16]2[CH:21]=[CH:20][C:19]([CH2:22][O:23][CH2:24][O:25][CH3:26])=[CH:18][CH:17]=2)[N:6]=1)([CH3:4])([CH3:3])[CH3:2].[H-].[Al+3].[Li+].[H-].[H-].[H-].C(O)C.[Cl-].[NH4+]. The catalyst is O1CCCC1. The product is [C:1]([C:5]1[CH:9]=[C:8]([CH2:10][OH:11])[N:7]([CH2:15][C:16]2[CH:17]=[CH:18][C:19]([CH2:22][O:23][CH2:24][O:25][CH3:26])=[CH:20][CH:21]=2)[N:6]=1)([CH3:4])([CH3:2])[CH3:3]. The yield is 0.840. (5) The reactants are [CH:1]1([CH2:6][CH:7]([C:11]2[CH:16]=[CH:15][C:14]([N+:17]([O-:19])=[O:18])=[CH:13][CH:12]=2)[C:8]([OH:10])=O)[CH2:5][CH2:4][CH2:3][CH2:2]1.C(Cl)(=O)C(Cl)=O.[CH3:26][O:27][C:28](=[O:36])[C:29]1[CH:34]=[CH:33][C:32]([NH2:35])=[N:31][CH:30]=1.C(N(CC)C(C)C)(C)C. The catalyst is C(Cl)Cl.CN(C)C=O.O1CCCC1. The product is [CH3:26][O:27][C:28](=[O:36])[C:29]1[CH:34]=[CH:33][C:32]([NH:35][C:8](=[O:10])[CH:7]([C:11]2[CH:16]=[CH:15][C:14]([N+:17]([O-:19])=[O:18])=[CH:13][CH:12]=2)[CH2:6][CH:1]2[CH2:2][CH2:3][CH2:4][CH2:5]2)=[N:31][CH:30]=1. The yield is 0.446.